This data is from Forward reaction prediction with 1.9M reactions from USPTO patents (1976-2016). The task is: Predict the product of the given reaction. (1) The product is: [Br:1][C:2]1[CH:7]=[C:6]([C:11]#[C:10][C:12]2[CH:17]=[CH:16][N:15]=[C:14]([CH3:18])[CH:13]=2)[CH:5]=[CH:4][C:3]=1[F:9]. Given the reactants [Br:1][C:2]1[CH:7]=[C:6](I)[CH:5]=[CH:4][C:3]=1[F:9].[C:10]([C:12]1[CH:17]=[CH:16][N:15]=[C:14]([CH3:18])[CH:13]=1)#[CH:11].Cl, predict the reaction product. (2) Given the reactants [NH2:1][C@:2]12[CH2:37][CH2:36][C@@H:35]([C:38]([CH3:40])=[CH2:39])[C@@H:3]1[C@@H:4]1[C@@:17]([CH3:20])([CH2:18][CH2:19]2)[C@@:16]2([CH3:21])[C@@H:7]([C@:8]3([CH3:34])[C@@H:13]([CH2:14][CH2:15]2)[C:12]([CH3:23])([CH3:22])[C:11]([C:24]2[CH:33]=[CH:32][C:27]([C:28]([O:30]C)=[O:29])=[CH:26][CH:25]=2)=[CH:10][CH2:9]3)[CH2:6][CH2:5]1.CN(C)CCC(N[C@]12CC[C@@H](C(C)=C)[C@@H]1[C@@H]1[C@@](C)(CC2)[C@@]2(C)[C@@H]([C@]3(C)[C@@H](CC2)C(C)(C)C(C2C=CC(C(O)=O)=CC=2)=CC3)CC1)=O.[N:87]1([CH2:93][C:94](O)=[O:95])[CH2:92][CH2:91][O:90][CH2:89][CH2:88]1, predict the reaction product. The product is: [CH3:20][C@:17]12[C@@:16]3([CH3:21])[C@@H:7]([C@:8]4([CH3:34])[C@@H:13]([CH2:14][CH2:15]3)[C:12]([CH3:22])([CH3:23])[C:11]([C:24]3[CH:25]=[CH:26][C:27]([C:28]([OH:30])=[O:29])=[CH:32][CH:33]=3)=[CH:10][CH2:9]4)[CH2:6][CH2:5][C@@H:4]1[C@H:3]1[C@H:35]([C:38]([CH3:40])=[CH2:39])[CH2:36][CH2:37][C@:2]1([NH:1][C:94](=[O:95])[CH2:93][N:87]1[CH2:92][CH2:91][O:90][CH2:89][CH2:88]1)[CH2:19][CH2:18]2. (3) The product is: [Cl:8][C:7]1[C:6]([NH:22][CH2:21][C:18]2([CH2:17][O:10][C:11]3[CH:16]=[CH:15][CH:14]=[CH:13][CH:12]=3)[CH2:20][CH2:19]2)=[CH:5][N:4]=[N:3][C:2]=1[NH:29][NH2:30]. Given the reactants Cl[C:2]1[N:3]=[N:4][CH:5]=[C:6](Cl)[C:7]=1[Cl:8].[O:10]([CH2:17][C:18]1([CH2:21][NH2:22])[CH2:20][CH2:19]1)[C:11]1[CH:16]=[CH:15][CH:14]=[CH:13][CH:12]=1.C(=O)([O-])[O-].[K+].[K+].[NH2:29][NH2:30], predict the reaction product. (4) Given the reactants C([Li])CCC.[C:6]([Si:10]([O:13][CH2:14][C:15]1[CH:20]=[C:19]([C:21]([F:24])([F:23])[F:22])[CH:18]=[CH:17][C:16]=1[C:25]1[CH:30]=[C:29]([CH:31]([CH3:33])[CH3:32])[C:28]([F:34])=[CH:27][C:26]=1[O:35][CH3:36])([CH3:12])[CH3:11])([CH3:9])([CH3:8])[CH3:7].B(OC)(OC)[O:38]C.C(O)(=O)C.OO, predict the reaction product. The product is: [Si:10]([O:13][CH2:14][C:15]1[CH:20]=[C:19]([C:21]([F:24])([F:22])[F:23])[CH:18]=[CH:17][C:16]=1[C:25]1[CH:30]=[C:29]([CH:31]([CH3:32])[CH3:33])[C:28]([F:34])=[C:27]([OH:38])[C:26]=1[O:35][CH3:36])([C:6]([CH3:7])([CH3:8])[CH3:9])([CH3:12])[CH3:11]. (5) Given the reactants B.CSC.[NH:5]1[CH2:10][CH2:9][S:8][CH2:7][C:6]1=O.[C:23]([O:22][C:20](O[C:20]([O:22][C:23]([CH3:26])([CH3:25])[CH3:24])=[O:21])=[O:21])([CH3:26])([CH3:25])[CH3:24].[Li+].[OH-:28].[CH2:29]1[CH2:33][O:32]CC1, predict the reaction product. The product is: [C:20]([N:5]1[CH2:10][CH2:9][S:8][CH:7]([CH2:29][C:33]([OH:28])=[O:32])[CH2:6]1)([O:22][C:23]([CH3:24])([CH3:25])[CH3:26])=[O:21]. (6) Given the reactants [NH2:1][C:2]1[C:9]([C:10]([F:13])([F:12])[F:11])=[CH:8][C:5]([CH:6]=O)=[CH:4][C:3]=1[Cl:14].[C:15]([NH:18][CH2:19][C:20]([OH:22])=[O:21])(=[O:17])[CH3:16].C([O-])(=O)C.[Na+].C(OC(=O)C)(=O)C, predict the reaction product. The product is: [C:15]([NH:18]/[C:19](=[CH:6]/[C:5]1[CH:8]=[C:9]([C:10]([F:13])([F:12])[F:11])[C:2]([NH2:1])=[C:3]([Cl:14])[CH:4]=1)/[C:20]([OH:22])=[O:21])(=[O:17])[CH3:16].